Dataset: Reaction yield outcomes from USPTO patents with 853,638 reactions. Task: Predict the reaction yield, written as a fraction of the theoretical maximum amount of product (1.0 means a 100% yield; for example, 0.34 means a 34% yield). (1) The product is [C:11]([NH:19][C:20]([NH:10][C:3]1[C:2]([Br:1])=[CH:7][C:6]([F:8])=[CH:5][C:4]=1[Br:9])=[S:21])(=[O:18])[C:12]1[CH:17]=[CH:16][CH:15]=[CH:14][CH:13]=1. The reactants are [Br:1][C:2]1[CH:7]=[C:6]([F:8])[CH:5]=[C:4]([Br:9])[C:3]=1[NH2:10].[C:11]([N:19]=[C:20]=[S:21])(=[O:18])[C:12]1[CH:17]=[CH:16][CH:15]=[CH:14][CH:13]=1. The yield is 0.850. The catalyst is CN(C)C1C=CN=CC=1.C1(C)C=CC=CC=1. (2) The reactants are [NH:1]1[CH2:5][CH2:4][CH2:3][CH2:2]1.[OH-].[Na+].Br[CH2:9][CH:10]([CH3:13])[CH2:11][Cl:12]. The catalyst is CC(C)=O. The product is [Cl:12][CH2:11][CH:10]([CH3:13])[CH2:9][N:1]1[CH2:5][CH2:4][CH2:3][CH2:2]1. The yield is 0.580. (3) The reactants are [S:1]1[C:5]2[CH:6]=[CH:7][CH:8]=[CH:9][C:4]=2[N:3]=[C:2]1[S:10][CH2:11][C:12]([OH:14])=O.[NH:15]1[C:24]2[C:19](=[CH:20][CH:21]=[CH:22][CH:23]=2)[NH:18][CH2:17][CH2:16]1. No catalyst specified. The product is [S:1]1[C:5]2[CH:6]=[CH:7][CH:8]=[CH:9][C:4]=2[N:3]=[C:2]1[S:10][CH2:11][C:12]([N:15]1[C:24]2[C:19](=[CH:20][CH:21]=[CH:22][CH:23]=2)[NH:18][CH2:17][CH2:16]1)=[O:14]. The yield is 0.510. (4) The reactants are [Br:1][C:2]1[CH:7]=[CH:6][C:5]([C@@H:8]([N:10]2[CH2:15][CH2:14][C@:13]([CH2:22][C:23](=[O:25])[CH3:24])([C:16]3[CH:21]=[CH:20][CH:19]=[CH:18][CH:17]=3)[O:12][C:11]2=[O:26])[CH3:9])=[CH:4][CH:3]=1.[CH3:27][Mg]Br. The catalyst is C1COCC1. The product is [Br:1][C:2]1[CH:7]=[CH:6][C:5]([C@@H:8]([N:10]2[CH2:15][CH2:14][C@:13]([CH2:22][C:23]([OH:25])([CH3:27])[CH3:24])([C:16]3[CH:17]=[CH:18][CH:19]=[CH:20][CH:21]=3)[O:12][C:11]2=[O:26])[CH3:9])=[CH:4][CH:3]=1. The yield is 0.650.